This data is from Reaction yield outcomes from USPTO patents with 853,638 reactions. The task is: Predict the reaction yield, written as a fraction of the theoretical maximum amount of product (1.0 means a 100% yield; for example, 0.34 means a 34% yield). The reactants are [CH2:1]([C:3]1[CH:8]=[CH:7][CH:6]=[CH:5][C:4]=1B(O)O)[CH3:2].[Br:12][C:13]1[CH:18]=[CH:17][CH:16]=[CH:15][C:14]=1[OH:19].CCN(CC)CC. The catalyst is C(Cl)Cl.CC([O-])=O.CC([O-])=O.[Cu+2]. The product is [Br:12][C:13]1[CH:18]=[CH:17][CH:16]=[CH:15][C:14]=1[O:19][C:4]1[CH:5]=[CH:6][CH:7]=[CH:8][C:3]=1[CH2:1][CH3:2]. The yield is 0.310.